Dataset: Full USPTO retrosynthesis dataset with 1.9M reactions from patents (1976-2016). Task: Predict the reactants needed to synthesize the given product. (1) Given the product [O:35]1[CH2:34][CH:33]=[C:32]([C:2]2[C:3]([O:8][CH:9]3[CH2:10][CH2:11][CH:12]([C:15]4[NH:19][C:18]5[CH:20]=[CH:21][CH:22]=[CH:23][C:17]=5[N:16]=4)[CH2:13][CH2:14]3)=[N:4][CH:5]=[CH:6][CH:7]=2)[CH2:37][CH2:36]1, predict the reactants needed to synthesize it. The reactants are: Br[C:2]1[C:3]([O:8][CH:9]2[CH2:14][CH2:13][CH:12]([C:15]3[NH:19][C:18]4[CH:20]=[CH:21][CH:22]=[CH:23][C:17]=4[N:16]=3)[CH2:11][CH2:10]2)=[N:4][CH:5]=[CH:6][CH:7]=1.CC1(C)C(C)(C)OB([C:32]2[CH2:33][CH2:34][O:35][CH2:36][CH:37]=2)O1.C([O-])([O-])=O.[Na+].[Na+].O1CCOCC1. (2) Given the product [O:20]1[C:24]2[CH:25]=[CH:26][CH:27]=[CH:28][C:23]=2[N:22]=[C:21]1[C:36]1[C:44]2[C:39](=[N:40][CH:41]=[N:42][C:43]=2[NH2:45])[N:38]([C:50]([CH3:53])([CH3:52])[CH3:51])[N:37]=1, predict the reactants needed to synthesize it. The reactants are: C1(P(C2C=CC=CC=2)C2C=CC=CC=2)C=CC=CC=1.[O:20]1[C:24]2[CH:25]=[CH:26][CH:27]=[CH:28][C:23]=2[N:22]=[CH:21]1.C(=O)([O-])[O-].[Cs+].[Cs+].Br[C:36]1[C:44]2[C:39](=[N:40][CH:41]=[N:42][C:43]=2[N:45]=CN(C)C)[N:38]([C:50]([CH3:53])([CH3:52])[CH3:51])[N:37]=1.O=O. (3) Given the product [CH2:9]([O:8][C:6](=[O:7])[C:5]1[CH:11]=[CH:12][C:2]([CH:19]([OH:18])[CH2:13][CH:14]([CH3:16])[CH3:15])=[CH:3][CH:4]=1)[CH3:10], predict the reactants needed to synthesize it. The reactants are: I[C:2]1[CH:12]=[CH:11][C:5]([C:6]([O:8][CH2:9][CH3:10])=[O:7])=[CH:4][CH:3]=1.[CH:13](=O)[CH:14]([CH3:16])[CH3:15].[O:18]1CCC[CH2:19]1. (4) Given the product [C:26]([O:25][C:24]([NH:23][CH2:22][C@H:19]1[CH2:20][CH2:21][C@H:16]([CH2:15][NH:14][C:12]([C:10]2[C:9]3[C:4](=[CH:5][CH:6]=[CH:7][CH:8]=3)[N:3]=[C:2]([C:39]3[CH:40]=[C:41]([CH2:45][C:46]([OH:48])=[O:47])[CH:42]=[CH:43][CH:44]=3)[CH:11]=2)=[O:13])[CH2:17][CH2:18]1)=[O:30])([CH3:29])([CH3:28])[CH3:27], predict the reactants needed to synthesize it. The reactants are: Cl[C:2]1[CH:11]=[C:10]([C:12]([NH:14][CH2:15][C@H:16]2[CH2:21][CH2:20][C@H:19]([CH2:22][NH:23][C:24](=[O:30])[O:25][C:26]([CH3:29])([CH3:28])[CH3:27])[CH2:18][CH2:17]2)=[O:13])[C:9]2[C:4](=[CH:5][CH:6]=[CH:7][CH:8]=2)[N:3]=1.CC1(C)C(C)(C)OB([C:39]2[CH:40]=[C:41]([CH2:45][C:46]([OH:48])=[O:47])[CH:42]=[CH:43][CH:44]=2)O1.C([O-])([O-])=O.[K+].[K+].O. (5) Given the product [CH3:20][C:19]1[C:14]([N:11]2[CH2:10][CH2:9][NH:8][CH2:13][CH2:12]2)=[N:15][CH:16]=[C:17]([CH:18]=1)[C:21]#[N:22], predict the reactants needed to synthesize it. The reactants are: C(OC([N:8]1[CH2:13][CH2:12][N:11]([C:14]2[C:19]([CH3:20])=[CH:18][C:17]([C:21]#[N:22])=[CH:16][N:15]=2)[CH2:10][CH2:9]1)=O)(C)(C)C.FC(F)(F)C(O)=O. (6) Given the product [C:23]12([NH:33][CH2:34][C:35]([NH:37][C:38]3[CH:42]=[CH:41][S:40][CH:39]=3)=[S:10])[CH2:32][CH:27]3[CH2:28][CH:29]([CH2:31][CH:25]([CH2:26]3)[CH2:24]1)[CH2:30]2, predict the reactants needed to synthesize it. The reactants are: COC1C=CC(P2(SP(C3C=CC(OC)=CC=3)(=S)S2)=[S:10])=CC=1.[C:23]12([NH:33][CH2:34][C:35]([NH:37][C:38]3[CH:42]=[CH:41][S:40][CH:39]=3)=O)[CH2:32][CH:27]3[CH2:28][CH:29]([CH2:31][CH:25]([CH2:26]3)[CH2:24]1)[CH2:30]2. (7) Given the product [Cl:1][C:2]1[N:7]=[C:6]([C:8]([NH2:10])=[O:9])[CH:5]=[C:4]([NH:14][CH3:13])[N:3]=1, predict the reactants needed to synthesize it. The reactants are: [Cl:1][C:2]1[N:7]=[C:6]([C:8]([NH2:10])=[O:9])[CH:5]=[C:4](Cl)[N:3]=1.Cl.[CH3:13][NH2:14]. (8) Given the product [CH3:45][O:46][C:47]1[CH:52]=[CH:51][C:50]([CH:53]([CH3:56])[CH2:54][NH:55][C:20]([C:17]2[CH:18]=[CH:19][C:14]([C:3]3[CH:4]=[C:5]([C:8]4[O:9][C:10]([CH3:13])=[N:11][N:12]=4)[CH:6]=[CH:7][C:2]=3[CH3:1])=[CH:15][CH:16]=2)=[O:22])=[CH:49][CH:48]=1, predict the reactants needed to synthesize it. The reactants are: [CH3:1][C:2]1[CH:7]=[CH:6][C:5]([C:8]2[O:9][C:10]([CH3:13])=[N:11][N:12]=2)=[CH:4][C:3]=1[C:14]1[CH:19]=[CH:18][C:17]([C:20]([OH:22])=O)=[CH:16][CH:15]=1.C1C=CC2N(O)N=NC=2C=1.Cl.CN(C)CCCN=C=NCC.[CH3:45][O:46][C:47]1[CH:52]=[CH:51][C:50]([CH:53]([CH3:56])[CH2:54][NH2:55])=[CH:49][CH:48]=1. (9) Given the product [CH3:25][O:24][N:23]=[C:17]1[C:18](=[O:19])[NH:12][C:5]2[CH:10]=[CH:9][CH:8]=[CH:7][C:6]=2[NH:11][C:16]1=[O:15], predict the reactants needed to synthesize it. The reactants are: CC[O-].[Na+].[C:5]1([NH2:12])[CH:10]=[CH:9][CH:8]=[CH:7][C:6]=1[NH2:11].C([O:15][C:16](=O)[C:17](=[N:23][O:24][CH3:25])[C:18](OCC)=[O:19])C.Cl. (10) The reactants are: Cl.O1CCOCC1.[Cl:8][C:9]1[C:10]([CH3:48])=[C:11]([CH:35]2[CH2:40][CH2:39][N:38](C(OC(C)(C)C)=O)[CH2:37][CH2:36]2)[C:12]([O:33][CH3:34])=[C:13]([CH:15]([NH:17][C:18]2[N:26]=[CH:25][N:24]=[C:23]3[C:19]=2[N:20]=[CH:21][N:22]3C2CCCCO2)[CH3:16])[CH:14]=1.C(Cl)[Cl:50]. Given the product [Cl:8][C:9]1[C:10]([CH3:48])=[C:11]([CH:35]2[CH2:40][CH2:39][NH:38][CH2:37][CH2:36]2)[C:12]([O:33][CH3:34])=[C:13]([CH:15]([NH:17][C:18]2[N:26]=[CH:25][N:24]=[C:23]3[C:19]=2[N:20]=[CH:21][NH:22]3)[CH3:16])[CH:14]=1.[ClH:50], predict the reactants needed to synthesize it.